From a dataset of Full USPTO retrosynthesis dataset with 1.9M reactions from patents (1976-2016). Predict the reactants needed to synthesize the given product. (1) Given the product [CH2:17]([NH:16][C:14]([NH:13][C:11]1[S:12][C:8]2[CH:7]=[C:6]([C:4](=[O:5])[CH2:3][CH2:2][NH:1][C:33](=[O:34])[C:32]3[CH:36]=[CH:37][C:29]([F:28])=[CH:30][CH:31]=3)[CH:20]=[CH:19][C:9]=2[N:10]=1)=[O:15])[CH3:18], predict the reactants needed to synthesize it. The reactants are: [NH2:1][CH2:2][CH2:3][C:4]([C:6]1[CH:20]=[CH:19][C:9]2[N:10]=[C:11]([NH:13][C:14]([NH:16][CH2:17][CH3:18])=[O:15])[S:12][C:8]=2[CH:7]=1)=[O:5].C(N(CC)CC)C.[F:28][C:29]1[CH:37]=[CH:36][C:32]([C:33](Cl)=[O:34])=[CH:31][CH:30]=1. (2) Given the product [C:1]([O:4][C@@H:5]1[C@@H:19]([O:20][C:21](=[O:23])[CH3:22])[C@H:18]([O:24][C:25](=[O:27])[CH3:26])[CH2:17][S:16][C@H:6]1[O:7][C:8]1[C:9]([C:33]2[CH:34]=[CH:35][C:30]([O:29][CH3:28])=[CH:31][CH:32]=2)=[N:10][CH:11]=[CH:12][C:13]=1[CH3:14])(=[O:3])[CH3:2], predict the reactants needed to synthesize it. The reactants are: [C:1]([O:4][C@@H:5]1[C@@H:19]([O:20][C:21](=[O:23])[CH3:22])[C@H:18]([O:24][C:25](=[O:27])[CH3:26])[CH2:17][S:16][C@H:6]1[O:7][C:8]1[C:9](Cl)=[N:10][CH:11]=[CH:12][C:13]=1[CH3:14])(=[O:3])[CH3:2].[CH3:28][O:29][C:30]1[CH:35]=[CH:34][C:33](B(O)O)=[CH:32][CH:31]=1. (3) Given the product [CH2:42]([O:41][C:39]1[N:40]=[C:22]([CH:11]2[CH2:10][CH:9]([C:6]3[CH:5]=[CH:4][C:3]([CH2:1][CH3:2])=[CH:8][CH:7]=3)[CH2:14][N:13]([C:15]([N:17]3[CH2:20][CH:19]([OH:21])[CH2:18]3)=[O:16])[CH2:12]2)[O:23][N:38]=1)[CH3:43], predict the reactants needed to synthesize it. The reactants are: [CH2:1]([C:3]1[CH:8]=[CH:7][C:6]([CH:9]2[CH2:14][N:13]([C:15]([N:17]3[CH2:20][CH:19]([OH:21])[CH2:18]3)=[O:16])[CH2:12][CH:11]([C:22](O)=[O:23])[CH2:10]2)=[CH:5][CH:4]=1)[CH3:2].C(N1C=CN=C1)(N1C=CN=C1)=O.O[N:38]=[C:39]([O:41][CH2:42][CH3:43])[NH2:40]. (4) Given the product [CH2:27]([N:24]1[CH2:25][CH2:26][CH:21]([O:20][C:19]2[C:14]3[C:13]4[CH:29]=[CH:30][CH:31]=[N:32][C:12]=4[NH:11][C:15]=3[CH:16]=[N:17][CH:18]=2)[CH2:22][CH2:23]1)[CH3:28], predict the reactants needed to synthesize it. The reactants are: C(OC([N:11]1[C:15]2[CH:16]=[N:17][CH:18]=[C:19]([O:20][CH:21]3[CH2:26][CH2:25][N:24]([CH2:27][CH3:28])[CH2:23][CH2:22]3)[C:14]=2[C:13]2[CH:29]=[C:30](Br)[CH:31]=[N:32][C:12]1=2)=O)C1C=CC=CC=1.C(N(CC)CC)C. (5) Given the product [C:1]([O:5][C:6]([N:8]1[CH2:12][CH2:11][CH2:10][CH2:9]1)=[O:7])([CH3:4])([CH3:2])[CH3:3], predict the reactants needed to synthesize it. The reactants are: [C:1]([O:5][C:6]([N:8]1[CH2:12][CH2:11][CH2:10][C@H:9]1COCC(O)=O)=[O:7])([CH3:4])([CH3:3])[CH3:2].ON1C2N=CC=CC=2N=N1.Cl.C(N=C=NCCCN(C)C)C.CN([C@@H](C(=O)NC)CC1C=CC=CC=1)C(=O)[C@H](NC)CC1C=CC2C(=CC=CC=2)C=1.C(N(C(C)C)CC)(C)C. (6) Given the product [NH2:23][CH:9]([C:4]1[CH:5]=[CH:6][C:7]([F:8])=[C:2]([Cl:1])[CH:3]=1)[C:10]1([F:22])[CH2:14][CH2:13][N:12]([C:15]([O:17][C:18]([CH3:21])([CH3:20])[CH3:19])=[O:16])[CH2:11]1, predict the reactants needed to synthesize it. The reactants are: [Cl:1][C:2]1[CH:3]=[C:4]([CH:9]([N:23]2C(=O)C3C(=CC=CC=3)C2=O)[C:10]2([F:22])[CH2:14][CH2:13][N:12]([C:15]([O:17][C:18]([CH3:21])([CH3:20])[CH3:19])=[O:16])[CH2:11]2)[CH:5]=[CH:6][C:7]=1[F:8].C1COCC1.O.NN.